This data is from Forward reaction prediction with 1.9M reactions from USPTO patents (1976-2016). The task is: Predict the product of the given reaction. (1) Given the reactants [CH:1]1[CH:2]=[CH:3][C:4]2[C:5](=[C:7]3[N:39]=[C:38]4[N:40]=[C:31]([C:32]5[CH:33]=[CH:34][CH:35]=[CH:36][C:37]=54)[N:30]=[C:28]4[NH:29][C:21]([C:22]5[CH:23]=[CH:24][CH:25]=[CH:26][C:27]=54)=[N:20][C:18]4=[N:19][C:11]([C:12]5[CH:13]=[CH:14][CH:15]=[CH:16][C:17]=54)=[N:10][C:9]=2[NH:8]3)[CH:6]=1.[Cl:41][S:42]([OH:45])(=O)=[O:43].S(Cl)([Cl:48])=O, predict the reaction product. The product is: [CH:2]1[CH:1]=[CH:6][C:5]2[C:4](=[C:9]3[N:10]=[C:11]4[N:19]=[C:18]([C:17]5[CH:16]=[CH:15][CH:14]=[CH:13][C:12]=54)[N:20]=[C:21]4[NH:29][C:28]([C:27]5[CH:26]=[CH:25][CH:24]=[CH:23][C:22]=54)=[N:30][C:31]4=[N:40][C:38]([C:37]5[CH:36]=[CH:35][CH:34]=[CH:33][C:32]=54)=[N:39][C:7]=2[NH:8]3)[CH:3]=1.[S:42]([Cl:41])([Cl:48])(=[O:45])=[O:43]. (2) The product is: [ClH:23].[CH2:20]([N:4]([CH2:1][CH2:2][CH3:3])[CH2:5][CH2:6][CH2:7][CH2:8][N:9]([CH2:11][C:12]1[CH:13]=[CH:14][C:15]([C:16]#[N:17])=[CH:18][CH:19]=1)[CH3:10])[CH2:21][CH3:22]. Given the reactants [CH2:1]([N:4]([CH2:20][CH2:21][CH3:22])[CH2:5][CH2:6][CH2:7][CH2:8][N:9]([CH2:11][C:12]1[CH:19]=[CH:18][C:15]([C:16]#[N:17])=[CH:14][CH:13]=1)[CH3:10])[CH2:2][CH3:3].[ClH:23].CO, predict the reaction product. (3) Given the reactants [CH3:1][O:2][C:3]1[C:4]([NH:14][C:15](=[O:19])OCC)=[N:5][C:6]2[C:11]([N:12]=1)=[CH:10][C:9]([CH3:13])=[CH:8][CH:7]=2.[Cl:20][C:21]1[CH:26]=[CH:25][C:24]([N:27]2[CH2:32][CH2:31][NH:30][CH2:29][CH2:28]2)=[CH:23][CH:22]=1, predict the reaction product. The product is: [CH3:1][O:2][C:3]1[C:4]([NH:14][C:15]([N:30]2[CH2:29][CH2:28][N:27]([C:24]3[CH:23]=[CH:22][C:21]([Cl:20])=[CH:26][CH:25]=3)[CH2:32][CH2:31]2)=[O:19])=[N:5][C:6]2[C:11]([N:12]=1)=[CH:10][C:9]([CH3:13])=[CH:8][CH:7]=2. (4) Given the reactants [C:1]([O:4][CH2:5][C:6]1[C:11](B2OC(C)(C)C(C)(C)O2)=[CH:10][CH:9]=[CH:8][C:7]=1[N:21]1[CH2:26][CH2:25][C:24]2[C:27]3[CH2:33][CH2:32][CH2:31][CH2:30][C:28]=3[S:29][C:23]=2[C:22]1=[O:34])(=[O:3])[CH3:2].Br[C:36]1[N:41]=[C:40]([NH:42][C:43]2[CH:48]=[CH:47][C:46]([CH:49]3[CH2:54][CH2:53][N:52](C(OC(C)(C)C)=O)[CH2:51][CH2:50]3)=[CH:45][CH:44]=2)[C:39](=[O:62])[N:38]([CH3:63])[CH:37]=1.C(=O)([O-])[O-].[Na+].[Na+].COCCOC, predict the reaction product. The product is: [C:1]([O:4][CH2:5][C:6]1[C:11]([C:36]2[N:41]=[C:40]([NH:42][C:43]3[CH:44]=[CH:45][C:46]([CH:49]4[CH2:54][CH2:53][NH:52][CH2:51][CH2:50]4)=[CH:47][CH:48]=3)[C:39](=[O:62])[N:38]([CH3:63])[CH:37]=2)=[CH:10][CH:9]=[CH:8][C:7]=1[N:21]1[C:22](=[O:34])[C:23]2[S:29][C:28]3[CH2:30][CH2:31][CH2:32][CH2:33][C:27]=3[C:24]=2[CH2:25][CH2:26]1)(=[O:3])[CH3:2]. (5) Given the reactants [Cl:1][C:2]1[CH:7]=[CH:6][C:5]([C:8]2[C:13]([CH:14]([CH2:19][CH2:20][CH3:21])[C:15]([O:17]C)=[O:16])=[C:12]([CH3:22])[N:11]=[C:10]([C:23]3[CH:28]=[CH:27][CH:26]=[CH:25][CH:24]=3)[N:9]=2)=[C:4]([F:29])[CH:3]=1.[OH-].[Na+], predict the reaction product. The product is: [Cl:1][C:2]1[CH:7]=[CH:6][C:5]([C:8]2[C:13]([CH:14]([CH2:19][CH2:20][CH3:21])[C:15]([OH:17])=[O:16])=[C:12]([CH3:22])[N:11]=[C:10]([C:23]3[CH:24]=[CH:25][CH:26]=[CH:27][CH:28]=3)[N:9]=2)=[C:4]([F:29])[CH:3]=1. (6) Given the reactants CC(OC(/N=N/C(OC(C)C)=O)=O)C.[Br:15][C:16]1[CH:17]=[N:18][NH:19][CH:20]=1.O[CH:22]1[CH2:27][CH2:26][CH2:25][N:24]([CH3:28])[CH2:23]1.C1(P(C2C=CC=CC=2)C2C=CC=CC=2)C=CC=CC=1, predict the reaction product. The product is: [Br:15][C:16]1[CH:17]=[N:18][N:19]([CH:22]2[CH2:27][CH2:26][CH2:25][N:24]([CH3:28])[CH2:23]2)[CH:20]=1. (7) Given the reactants [CH2:1]([OH:6])[C:2]#[C:3][CH2:4]O.[C:7]1(P(C2C=CC=CC=2)C2C=CC=CC=2)C=CC=CC=1.N=[N+]=[N-].[N:29]([C:37]([O:39][CH:40]([CH3:42])[CH3:41])=[O:38])=[N:29][C:37]([O:39][CH:40]([CH3:42])[CH3:41])=[O:38].Cl.C(=O)([O-])[O-].[K+].[K+].C(OC(OC(C)(C)C)=O)(OC(C)(C)C)=O, predict the reaction product. The product is: [C:40]([O:39][C:37]([NH:29][CH2:4][C:3]#[C:2][CH2:1][OH:6])=[O:38])([CH3:42])([CH3:7])[CH3:41]. (8) Given the reactants [NH2:1][C:2]1[C:11]2[C:6](=[C:7](Br)[CH:8]=[CH:9][CH:10]=2)[N:5]=[N:4][C:3]=1[C:13]([NH:15][CH2:16][CH2:17][CH3:18])=[O:14].[CH3:19][N:20]1[CH:24]=[C:23](B2OC(C)(C)C(C)(C)O2)[CH:22]=[N:21]1, predict the reaction product. The product is: [NH2:1][C:2]1[C:11]2[C:6](=[C:7]([C:23]3[CH:22]=[N:21][N:20]([CH3:19])[CH:24]=3)[CH:8]=[CH:9][CH:10]=2)[N:5]=[N:4][C:3]=1[C:13]([NH:15][CH2:16][CH2:17][CH3:18])=[O:14]. (9) Given the reactants C(OC(=O)[NH:7][C@H:8]([CH2:24][C:25]1[CH:30]=[CH:29][CH:28]=[CH:27][C:26]=1[F:31])[CH2:9][C:10](=[O:23])[NH:11][CH:12]1[CH2:21][C:20]2[C:15](=[CH:16][CH:17]=[CH:18][CH:19]=2)[NH:14][C:13]1=[O:22])(C)(C)C.Cl, predict the reaction product. The product is: [NH2:7][C@H:8]([CH2:24][C:25]1[CH:30]=[CH:29][CH:28]=[CH:27][C:26]=1[F:31])[CH2:9][C:10]([NH:11][CH:12]1[CH2:21][C:20]2[C:15](=[CH:16][CH:17]=[CH:18][CH:19]=2)[NH:14][C:13]1=[O:22])=[O:23].